From a dataset of Merck oncology drug combination screen with 23,052 pairs across 39 cell lines. Regression. Given two drug SMILES strings and cell line genomic features, predict the synergy score measuring deviation from expected non-interaction effect. (1) Drug 1: Cn1nnc2c(C(N)=O)ncn2c1=O. Drug 2: CC(C)CC(NC(=O)C(Cc1ccccc1)NC(=O)c1cnccn1)B(O)O. Cell line: SKMEL30. Synergy scores: synergy=-0.951. (2) Drug 1: CC(=O)OC1C(=O)C2(C)C(O)CC3OCC3(OC(C)=O)C2C(OC(=O)c2ccccc2)C2(O)CC(OC(=O)C(O)C(NC(=O)c3ccccc3)c3ccccc3)C(C)=C1C2(C)C. Drug 2: CCN(CC)CCNC(=O)c1c(C)[nH]c(C=C2C(=O)Nc3ccc(F)cc32)c1C. Cell line: NCIH1650. Synergy scores: synergy=-4.86. (3) Drug 1: CS(=O)(=O)CCNCc1ccc(-c2ccc3ncnc(Nc4ccc(OCc5cccc(F)c5)c(Cl)c4)c3c2)o1. Drug 2: C#Cc1cccc(Nc2ncnc3cc(OCCOC)c(OCCOC)cc23)c1. Cell line: NCIH520. Synergy scores: synergy=15.1. (4) Cell line: SKMEL30. Drug 1: N#Cc1ccc(Cn2cncc2CN2CCN(c3cccc(Cl)c3)C(=O)C2)cc1. Synergy scores: synergy=9.29. Drug 2: Cn1cc(-c2cnn3c(N)c(Br)c(C4CCCNC4)nc23)cn1. (5) Drug 1: CN(C)C(=N)N=C(N)N. Drug 2: NC(=O)c1cccc2cn(-c3ccc(C4CCCNC4)cc3)nc12. Cell line: CAOV3. Synergy scores: synergy=-6.66. (6) Drug 1: CC(=O)OC1C(=O)C2(C)C(O)CC3OCC3(OC(C)=O)C2C(OC(=O)c2ccccc2)C2(O)CC(OC(=O)C(O)C(NC(=O)c3ccccc3)c3ccccc3)C(C)=C1C2(C)C. Drug 2: COC1=C2CC(C)CC(OC)C(O)C(C)C=C(C)C(OC(N)=O)C(OC)C=CC=C(C)C(=O)NC(=CC1=O)C2=O. Cell line: A375. Synergy scores: synergy=-4.07. (7) Drug 1: CC1CC2C3CCC4=CC(=O)C=CC4(C)C3(F)C(O)CC2(C)C1(O)C(=O)CO. Drug 2: O=C(CCCCCCC(=O)Nc1ccccc1)NO. Cell line: EFM192B. Synergy scores: synergy=-7.06. (8) Drug 1: CC1(c2nc3c(C(N)=O)cccc3[nH]2)CCCN1. Drug 2: CCc1c2c(nc3ccc(O)cc13)-c1cc3c(c(=O)n1C2)COC(=O)C3(O)CC. Cell line: A375. Synergy scores: synergy=29.5.